Dataset: Forward reaction prediction with 1.9M reactions from USPTO patents (1976-2016). Task: Predict the product of the given reaction. (1) Given the reactants [NH2:1][C:2]1[C:7]([CH3:8])=[CH:6][CH:5]=[CH:4][C:3]=1[S:9]([NH:12][CH:13]([CH3:15])[CH3:14])(=[O:11])=[O:10].N1C=CC=CC=1.[F:22][C:23]([F:35])([F:34])[O:24][C:25]1[CH:33]=[CH:32][C:28]([C:29](Cl)=[O:30])=[CH:27][CH:26]=1, predict the reaction product. The product is: [CH3:8][C:7]1[CH:6]=[CH:5][CH:4]=[C:3]([S:9]([NH:12][CH:13]([CH3:15])[CH3:14])(=[O:11])=[O:10])[C:2]=1[NH:1][C:29](=[O:30])[C:28]1[CH:32]=[CH:33][C:25]([O:24][C:23]([F:22])([F:34])[F:35])=[CH:26][CH:27]=1. (2) Given the reactants [CH2:1]([OH:6])[CH:2]=[CH:3][CH2:4][OH:5].N1C=CN=C1.[C:12]([Si:16](Cl)([C:23]1[CH:28]=[CH:27][CH:26]=[CH:25][CH:24]=1)[C:17]1[CH:22]=[CH:21][CH:20]=[CH:19][CH:18]=1)([CH3:15])([CH3:14])[CH3:13].C(OCC)(=O)C, predict the reaction product. The product is: [Si:16]([O:5][CH2:4][CH:3]=[CH:2][CH2:1][OH:6])([C:12]([CH3:15])([CH3:14])[CH3:13])([C:23]1[CH:24]=[CH:25][CH:26]=[CH:27][CH:28]=1)[C:17]1[CH:22]=[CH:21][CH:20]=[CH:19][CH:18]=1. (3) Given the reactants [CH3:1][O:2][C:3]1[CH2:4][CH2:5][O:6][CH2:7][CH:8]=1.ClC1C=CC=C([C:16](OO)=[O:17])C=1.C[OH:21], predict the reaction product. The product is: [CH3:1][O:2][C:3]1([O:17][CH3:16])[CH2:4][CH2:5][O:6][CH2:7][CH:8]1[OH:21]. (4) Given the reactants [CH3:1][O:2][C:3]1[CH:4]=[C:5]([CH:33]=[CH:34][C:35]=1[O:36][CH3:37])[CH2:6][CH:7]1[C:16]2[C:11](=[CH:12][C:13]([O:18][CH3:19])=[C:14]([OH:17])[CH:15]=2)[CH2:10][CH2:9][N:8]1[CH2:20][C:21]([NH:23][CH:24]1[C:32]2[C:27](=[CH:28][CH:29]=[CH:30][CH:31]=2)[CH2:26][CH2:25]1)=[O:22].Cl[C:39]1[CH:44]=[N:43][CH:42]=[CH:41][N:40]=1, predict the reaction product. The product is: [CH3:1][O:2][C:3]1[CH:4]=[C:5]([CH:33]=[CH:34][C:35]=1[O:36][CH3:37])[CH2:6][CH:7]1[C:16]2[C:11](=[CH:12][C:13]([O:18][CH3:19])=[C:14]([O:17][C:39]3[CH:44]=[N:43][CH:42]=[CH:41][N:40]=3)[CH:15]=2)[CH2:10][CH2:9][N:8]1[CH2:20][C:21]([NH:23][CH:24]1[C:32]2[C:27](=[CH:28][CH:29]=[CH:30][CH:31]=2)[CH2:26][CH2:25]1)=[O:22].